This data is from Full USPTO retrosynthesis dataset with 1.9M reactions from patents (1976-2016). The task is: Predict the reactants needed to synthesize the given product. (1) Given the product [ClH:1].[Cl:1][C:2]1[CH:7]=[C:6]([C:8]([F:10])([F:11])[F:9])[CH:5]=[CH:4][C:3]=1[NH:12][C:13](=[O:32])[NH:14][C:15]1[CH:16]=[C:17]([CH:28]=[C:29]([F:31])[CH:30]=1)[CH2:18][NH:19][C:20]1[C:21]([C:25]([NH2:27])=[O:26])=[N:22][NH:23][CH:24]=1, predict the reactants needed to synthesize it. The reactants are: [Cl:1][C:2]1[CH:7]=[C:6]([C:8]([F:11])([F:10])[F:9])[CH:5]=[CH:4][C:3]=1[NH:12][C:13](=[O:32])[NH:14][C:15]1[CH:16]=[C:17]([CH:28]=[C:29]([F:31])[CH:30]=1)[CH2:18][NH:19][C:20]1[C:21]([C:25]([NH2:27])=[O:26])=[N:22][NH:23][CH:24]=1.Cl. (2) Given the product [NH2:11][C:16]1[C:15]([C:14]([NH:4][O:2][CH3:3])=[O:13])=[N:20][CH:19]=[CH:18][CH:17]=1, predict the reactants needed to synthesize it. The reactants are: Cl.[O:2]([NH2:4])[CH3:3].C(=O)([O-])[O-].[K+].[K+].[NH:11]1[C:16]2[CH:17]=[CH:18][CH:19]=[N:20][C:15]=2[C:14](=O)[O:13]C1=O.